Dataset: Reaction yield outcomes from USPTO patents with 853,638 reactions. Task: Predict the reaction yield, written as a fraction of the theoretical maximum amount of product (1.0 means a 100% yield; for example, 0.34 means a 34% yield). The reactants are [CH3:1][C:2]1[CH:3]=[CH:4][N:5]2[C:10]=1[C:9](=[O:11])[N:8]([C:12]1[CH:17]=[CH:16][CH:15]=[CH:14][CH:13]=1)[C:7]([C@@H:18]([NH:20][C:21]1[C:22]3[C:29]([C:30]4[CH:31]=[C:32]([NH:36][S:37]([CH3:40])(=[O:39])=[O:38])[CH:33]=[N:34][CH:35]=4)=[CH:28][N:27](COCC[Si](C)(C)C)[C:23]=3[N:24]=[CH:25][N:26]=1)[CH3:19])=[N:6]2.FC(F)(F)C(O)=O.N. No catalyst specified. The product is [CH3:1][C:2]1[CH:3]=[CH:4][N:5]2[C:10]=1[C:9](=[O:11])[N:8]([C:12]1[CH:13]=[CH:14][CH:15]=[CH:16][CH:17]=1)[C:7]([C@@H:18]([NH:20][C:21]1[C:22]3[C:29]([C:30]4[CH:31]=[C:32]([NH:36][S:37]([CH3:40])(=[O:39])=[O:38])[CH:33]=[N:34][CH:35]=4)=[CH:28][NH:27][C:23]=3[N:24]=[CH:25][N:26]=1)[CH3:19])=[N:6]2. The yield is 0.680.